This data is from Forward reaction prediction with 1.9M reactions from USPTO patents (1976-2016). The task is: Predict the product of the given reaction. Given the reactants [C:1]1([CH2:11][N:12]2[C:16]3[CH:17]=[CH:18][CH:19]=[CH:20][C:15]=3[N:14]([CH2:21][CH2:22][C:23](O)=[O:24])[C:13]2=[O:26])[C:10]2[C:5](=[CH:6][CH:7]=[CH:8][CH:9]=2)[CH:4]=[CH:3][CH:2]=1.C(N1C=CN=C1)(N1C=CN=C1)=O.[C:39]1([S:45]([NH2:48])(=[O:47])=[O:46])[CH:44]=[CH:43][CH:42]=[CH:41][CH:40]=1.N12CCCN=C1CCCCC2.Cl, predict the reaction product. The product is: [C:1]1([CH2:11][N:12]2[C:16]3[CH:17]=[CH:18][CH:19]=[CH:20][C:15]=3[N:14]([CH2:21][CH2:22][C:23]([NH:48][S:45]([C:39]3[CH:44]=[CH:43][CH:42]=[CH:41][CH:40]=3)(=[O:47])=[O:46])=[O:24])[C:13]2=[O:26])[C:10]2[C:5](=[CH:6][CH:7]=[CH:8][CH:9]=2)[CH:4]=[CH:3][CH:2]=1.